Predict the product of the given reaction. From a dataset of Forward reaction prediction with 1.9M reactions from USPTO patents (1976-2016). (1) Given the reactants C(OC(C1(S(C2C=CC(OC)=CC=2)(=O)=O)CC[N:9]([O:12]CCC2C=CC=CC=2)CC1)=O)C.[CH3:32][O:33][C:34]1[CH:39]=[CH:38][C:37]([S:40]([C:43]2([C:58]([OH:60])=[O:59])[CH2:48][CH2:47][N:46]([CH2:49][CH2:50][O:51][C:52]3[CH:57]=[CH:56][CH:55]=[CH:54][CH:53]=3)[CH2:45][CH2:44]2)(=[O:42])=[O:41])=[CH:36][CH:35]=1, predict the reaction product. The product is: [CH3:32][O:33][C:34]1[CH:35]=[CH:36][C:37]([S:40]([C:43]2([C:58]([OH:60])=[O:59])[CH2:44][CH2:45][N:46]([CH2:49][CH2:50][O:51][C:52]3[CH:53]=[CH:54][CH:55]=[CH:56][CH:57]=3)[CH2:47][CH2:48]2)(=[O:41])=[O:42])=[CH:38][CH:39]=1.[OH:12][NH:9][C:58]([C:43]1([S:40]([C:37]2[CH:38]=[CH:39][C:34]([O:33][CH3:32])=[CH:35][CH:36]=2)(=[O:42])=[O:41])[CH2:48][CH2:47][N:46]([CH2:49][CH2:50][O:51][C:52]2[CH:57]=[CH:56][CH:55]=[CH:54][CH:53]=2)[CH2:45][CH2:44]1)=[O:60]. (2) Given the reactants [NH2:1][C:2]1[C:7]([C:8]#[N:9])=[C:6]([CH:10]2[CH2:15][CH2:14][CH2:13][CH:12]([C:16]([O:18]C)=[O:17])[CH2:11]2)[CH:5]=[C:4]([C:20]2[CH:25]=[CH:24][CH:23]=[CH:22][C:21]=2[OH:26])[N:3]=1.Cl, predict the reaction product. The product is: [NH2:1][C:2]1[C:7]([C:8]#[N:9])=[C:6]([CH:10]2[CH2:15][CH2:14][CH2:13][CH:12]([C:16]([OH:18])=[O:17])[CH2:11]2)[CH:5]=[C:4]([C:20]2[CH:25]=[CH:24][CH:23]=[CH:22][C:21]=2[OH:26])[N:3]=1. (3) The product is: [F:52][C:49]([F:50])([F:51])[CH2:48][NH:47][C:45]([NH:44][C:40]1[CH:39]=[C:38]([C:35]2[N:32]3[N:33]=[CH:34][C:29]([C:9]4[CH:10]=[N:11][N:12]([CH:14]5[CH2:15][CH2:16][N:17]([C:20]([O:22][C:23]([CH3:24])([CH3:25])[CH3:26])=[O:21])[CH2:18][CH2:19]5)[CH:13]=4)=[CH:30][C:31]3=[N:37][CH:36]=2)[CH:43]=[CH:42][CH:41]=1)=[O:46]. Given the reactants CC1(C)C(C)(C)OB([C:9]2[CH:10]=[N:11][N:12]([CH:14]3[CH2:19][CH2:18][N:17]([C:20]([O:22][C:23]([CH3:26])([CH3:25])[CH3:24])=[O:21])[CH2:16][CH2:15]3)[CH:13]=2)O1.Cl[C:29]1[CH:34]=[N:33][N:32]2[C:35]([C:38]3[CH:39]=[C:40]([NH:44][C:45]([NH:47][CH2:48][C:49]([F:52])([F:51])[F:50])=[O:46])[CH:41]=[CH:42][CH:43]=3)=[CH:36][N:37]=[C:31]2[CH:30]=1.C(=O)([O-])[O-].[Na+].[Na+], predict the reaction product. (4) The product is: [CH:11]1([CH2:10][N:9]2[C:5]([C:3](=[O:4])[CH2:2][P:23]([O:27][CH2:28][CH3:29])([O:24][CH2:25][CH3:26])=[O:30])=[CH:6][C:7]([C:18]([O:20][CH2:21][CH3:22])=[O:19])=[C:8]2[CH3:17])[CH2:16][CH2:15][CH2:14][CH2:13][CH2:12]1. Given the reactants Br[CH2:2][C:3]([C:5]1[N:9]([CH2:10][CH:11]2[CH2:16][CH2:15][CH2:14][CH2:13][CH2:12]2)[C:8]([CH3:17])=[C:7]([C:18]([O:20][CH2:21][CH3:22])=[O:19])[CH:6]=1)=[O:4].[P:23]([O:30]CC)([O:27][CH2:28][CH3:29])[O:24][CH2:25][CH3:26], predict the reaction product. (5) Given the reactants [CH3:1][C:2]([C:5]1[C:6]([OH:17])=[C:7]([C:12]([O:14]CC)=O)[C:8](=[O:11])[NH:9][N:10]=1)([CH3:4])[CH3:3].[CH3:18][C:19]([O-])([CH3:21])[CH3:20].[K+].[ClH:24].[OH2:25], predict the reaction product. The product is: [Cl:24][C:18]1[CH:3]=[CH:2][CH:1]=[CH:20][C:19]=1[CH2:21][N:9]1[C:8](=[O:11])[C:7]([C:12]([NH:10][CH2:5][C:6]([OH:17])=[O:25])=[O:14])=[C:6]([OH:17])[C:5]([C:2]([CH3:1])([CH3:3])[CH3:4])=[N:10]1. (6) Given the reactants C[O:2]C1C(OC)=CC2N(C)C(=O)CN=C(C3C=C(C=CC=3)C#N)C=2C=1.[Br:26][C:27]1[C:32]2[C:33]([C:40]3[CH:41]=[C:42]([CH:45]=[CH:46][CH:47]=3)[C:43]#[N:44])=[N:34][CH2:35][C:36](=[O:39])[N:37]([CH3:38])[C:31]=2[CH:30]=[C:29]([O:48][CH3:49])[C:28]=1[O:50][CH3:51], predict the reaction product. The product is: [Br:26][C:27]1[C:32]2[C:33]([C:40]3[CH:41]=[C:42]([CH:45]=[CH:46][CH:47]=3)[C:43]([NH2:44])=[O:2])=[N:34][CH2:35][C:36](=[O:39])[N:37]([CH3:38])[C:31]=2[CH:30]=[C:29]([O:48][CH3:49])[C:28]=1[O:50][CH3:51]. (7) Given the reactants CN(C(ON1N=NC2C=CC=NC1=2)=[N+](C)C)C.F[P-](F)(F)(F)(F)F.[Br:25][C:26]1[C:35]2[C:30](=[CH:31][CH:32]=[CH:33][CH:34]=2)[CH:29]=[C:28]([NH2:36])[N:27]=1.[CH3:37][C:38]([O:41][C:42]([NH:44][CH:45]([CH3:49])[C:46](O)=[O:47])=[O:43])([CH3:40])[CH3:39].CCN(C(C)C)C(C)C, predict the reaction product. The product is: [C:38]([O:41][C:42](=[O:43])[NH:44][CH:45]([CH3:49])[C:46]([NH:36][C:28]1[N:27]=[C:26]([Br:25])[C:35]2[C:30]([CH:29]=1)=[CH:31][CH:32]=[CH:33][CH:34]=2)=[O:47])([CH3:40])([CH3:37])[CH3:39].